From a dataset of Forward reaction prediction with 1.9M reactions from USPTO patents (1976-2016). Predict the product of the given reaction. The product is: [CH2:1]([O:8][N:9]1[C:15](=[O:16])[N:14]2[CH2:17][C@H:10]1[CH2:11][CH2:12][C@H:13]2[C:18]([NH:41][NH:40][C:36](=[O:39])[CH2:37][CH3:38])=[O:20])[C:2]1[CH:3]=[CH:4][CH:5]=[CH:6][CH:7]=1. Given the reactants [CH2:1]([O:8][N:9]1[C:15](=[O:16])[N:14]2[CH2:17][C@H:10]1[CH2:11][CH2:12][C@H:13]2[C:18]([OH:20])=O)[C:2]1[CH:7]=[CH:6][CH:5]=[CH:4][CH:3]=1.C(N(CC)CC)C.ClC(OCC(C)C)=O.[C:36]([NH:40][NH2:41])(=[O:39])[CH2:37][CH3:38], predict the reaction product.